This data is from Reaction yield outcomes from USPTO patents with 853,638 reactions. The task is: Predict the reaction yield, written as a fraction of the theoretical maximum amount of product (1.0 means a 100% yield; for example, 0.34 means a 34% yield). (1) The reactants are [NH2:1][C:2]([C:9]1[CH:18]=[CH:17][C:16]2[C:11](=[CH:12][CH:13]=[C:14]([O:19][CH2:20][CH2:21][CH2:22][CH2:23][CH2:24][CH2:25][CH3:26])[CH:15]=2)[N:10]=1)([CH3:8])[C:3](OCC)=[O:4].CO.O1CCCC1.[BH4-].[Na+]. No catalyst specified. The product is [NH2:1][C:2]([C:9]1[CH:18]=[CH:17][C:16]2[C:11](=[CH:12][CH:13]=[C:14]([O:19][CH2:20][CH2:21][CH2:22][CH2:23][CH2:24][CH2:25][CH3:26])[CH:15]=2)[N:10]=1)([CH3:8])[CH2:3][OH:4]. The yield is 0.700. (2) The reactants are Cl[CH2:2][CH2:3][C:4]([NH:6][C:7]1[CH:20]=[CH:19][C:18]2[C:17](=[O:21])[C:16]3[C:11](=[CH:12][C:13]([NH:22][C:23](=[O:27])[CH2:24][CH2:25]Cl)=[CH:14][CH:15]=3)[C:10](=[O:28])[C:9]=2[CH:8]=1)=[O:5].[CH3:29][N:30]1[CH2:35][CH2:34][NH:33][CH2:32][CH2:31]1.[N:36]1[CH:41]=[CH:40]C=[CH:38][CH:37]=1.[CH3:42][N:43](C)C=O. No catalyst specified. The product is [CH3:29][N:30]1[CH2:35][CH2:34][N:33]([CH2:2][CH2:3][C:4]([NH:6][C:7]2[CH:20]=[CH:19][C:18]3[C:17](=[O:21])[C:16]4[C:11](=[CH:12][C:13]([NH:22][C:23](=[O:27])[CH2:24][CH2:25][N:36]5[CH2:37][CH2:38][N:43]([CH3:42])[CH2:40][CH2:41]5)=[CH:14][CH:15]=4)[C:10](=[O:28])[C:9]=3[CH:8]=2)=[O:5])[CH2:32][CH2:31]1. The yield is 0.610. (3) The reactants are Cl[CH2:2][CH2:3][CH2:4][CH2:5][CH2:6][N:7]1[C:12](=[O:13])[N:11]([CH3:14])[C:10](=[O:15])[CH:9]=[N:8]1.C(N(CC)CC)C.[CH2:23]([N:30]1[CH2:35][CH2:34][NH:33][CH2:32][CH2:31]1)[C:24]1[CH:29]=[CH:28][CH:27]=[CH:26][CH:25]=1. No catalyst specified. The product is [CH2:23]([N:30]1[CH2:35][CH2:34][N:33]([CH2:2][CH2:3][CH2:4][CH2:5][CH2:6][N:7]2[C:12](=[O:13])[N:11]([CH3:14])[C:10](=[O:15])[CH:9]=[N:8]2)[CH2:32][CH2:31]1)[C:24]1[CH:25]=[CH:26][CH:27]=[CH:28][CH:29]=1. The yield is 0.430. (4) The reactants are [Cl:1][C:2]1[CH:7]=[CH:6][C:5]([S:8]([CH:11]([C:21]2[CH:26]=[C:25]([F:27])[CH:24]=[CH:23][C:22]=2[F:28])[C:12]2[N:17]=[CH:16][C:15]([C:18](O)=[O:19])=[CH:14][CH:13]=2)(=[O:10])=[O:9])=[CH:4][CH:3]=1.[CH3:29][N:30]1[CH2:35][CH2:34][NH:33][CH2:32][CH2:31]1.C(N(CC)CC)C.Cl.C(N=C=NCCCN(C)C)C. The catalyst is CN(C)C1C=CN=CC=1.ClCCl.CO. The yield is 0.800. The product is [Cl:1][C:2]1[CH:3]=[CH:4][C:5]([S:8]([CH:11]([C:21]2[CH:26]=[C:25]([F:27])[CH:24]=[CH:23][C:22]=2[F:28])[C:12]2[N:17]=[CH:16][C:15]([C:18]([N:33]3[CH2:34][CH2:35][N:30]([CH3:29])[CH2:31][CH2:32]3)=[O:19])=[CH:14][CH:13]=2)(=[O:10])=[O:9])=[CH:6][CH:7]=1. (5) The reactants are FC(F)(F)S(O[C:7]1[C:8]2[C:17]([C:18]3[CH:23]=[CH:22][CH:21]=[CH:20][CH:19]=3)=[C:16]([C:24]3[CH:29]=[CH:28][C:27]([C:30]4([NH:34]C(OC(C)(C)C)=O)[CH2:33][CH2:32][CH2:31]4)=[CH:26][CH:25]=3)[O:15][C:9]=2[N:10]=[C:11]([S:13][CH3:14])[N:12]=1)(=O)=O.[I-:44].[Na+].Cl.O1CCOCC1. The catalyst is C(#N)C. The product is [I:44][C:7]1[C:8]2[C:17]([C:18]3[CH:23]=[CH:22][CH:21]=[CH:20][CH:19]=3)=[C:16]([C:24]3[CH:29]=[CH:28][C:27]([C:30]4([NH2:34])[CH2:33][CH2:32][CH2:31]4)=[CH:26][CH:25]=3)[O:15][C:9]=2[N:10]=[C:11]([S:13][CH3:14])[N:12]=1. The yield is 0.0400. (6) The reactants are [NH2:1][CH2:2][CH:3]([CH:5]1[CH2:7][CH2:6]1)[OH:4].[H-].[Na+].[O:10]1[C:14]2[CH:15]=[CH:16][CH:17]=[CH:18][C:13]=2[CH:12]=[C:11]1[C:19]1[N:23]2[N:24]=[C:25](Cl)[CH:26]=[CH:27][C:22]2=[N:21][CH:20]=1. The catalyst is CN(C=O)C. The product is [O:10]1[C:14]2[CH:15]=[CH:16][CH:17]=[CH:18][C:13]=2[CH:12]=[C:11]1[C:19]1[N:23]2[N:24]=[C:25]([O:4][CH:3]([CH:5]3[CH2:7][CH2:6]3)[CH2:2][NH2:1])[CH:26]=[CH:27][C:22]2=[N:21][CH:20]=1. The yield is 0.360. (7) The reactants are Br[C:2]1[CH:18]=[CH:17][C:5]([C:6]([NH:8][C:9]2[CH:14]=[CH:13][N:12]=[C:11]([O:15][CH3:16])[CH:10]=2)=[O:7])=[C:4]([F:19])[CH:3]=1.[F:20][C:21]([F:27])([F:26])[C:22]([F:25])([F:24])I. The catalyst is CS(C)=O.O.[Cu]. The product is [F:19][C:4]1[CH:3]=[C:2]([C:22]([F:25])([F:24])[C:21]([F:27])([F:26])[F:20])[CH:18]=[CH:17][C:5]=1[C:6]([NH:8][C:9]1[CH:14]=[CH:13][N:12]=[C:11]([O:15][CH3:16])[CH:10]=1)=[O:7]. The yield is 0.220. (8) The reactants are [C:1]([C:3]1[CH:4]=[C:5]([CH:9]=[CH:10][C:11]=1[O:12][CH:13]([CH3:15])[CH3:14])[C:6]([OH:8])=O)#[N:2].C(Cl)(=O)C(Cl)=O.O[NH:23][C:24](=[NH:42])[C:25]1[CH:34]=[CH:33][CH:32]=[C:31]2[C:26]=1[CH2:27][CH2:28][N:29]([C:35]([O:37][C:38]([CH3:41])([CH3:40])[CH3:39])=[O:36])[CH2:30]2.C(N(CC)C(C)C)(C)C. The catalyst is C(Cl)Cl.CN(C)C1C=CN=CC=1.CN(C=O)C. The product is [C:1]([C:3]1[CH:4]=[C:5]([C:6]2[O:8][N:23]=[C:24]([C:25]3[CH:34]=[CH:33][CH:32]=[C:31]4[C:26]=3[CH2:27][CH2:28][N:29]([C:35]([O:37][C:38]([CH3:41])([CH3:40])[CH3:39])=[O:36])[CH2:30]4)[N:42]=2)[CH:9]=[CH:10][C:11]=1[O:12][CH:13]([CH3:15])[CH3:14])#[N:2]. The yield is 0.370.